From a dataset of Reaction yield outcomes from USPTO patents with 853,638 reactions. Predict the reaction yield, written as a fraction of the theoretical maximum amount of product (1.0 means a 100% yield; for example, 0.34 means a 34% yield). The product is [CH3:1][O:2][C:3]1[C:8]([O:9][CH3:10])=[C:7]([C:11]2[CH:12]=[N:13][N:14]([C:18]3[CH:33]=[CH:32][C:21]([C:22]([NH:24][CH2:25][CH:26]4[CH2:31][CH2:30][O:29][CH2:28][CH2:27]4)=[O:23])=[CH:20][N:19]=3)[C:15]=2[OH:16])[CH:6]=[CH:5][N:4]=1. The catalyst is CC(N(C)C)=O. The reactants are [CH3:1][O:2][C:3]1[C:8]([O:9][CH3:10])=[C:7]([C:11]2[CH:12]=[N:13][N:14]([C:18]3[CH:33]=[CH:32][C:21]([C:22]([NH:24][CH2:25][CH:26]4[CH2:31][CH2:30][O:29][CH2:28][CH2:27]4)=[O:23])=[CH:20][N:19]=3)[C:15]=2[O:16]C)[CH:6]=[CH:5][N:4]=1.[Cl-].[Li+]. The yield is 0.260.